This data is from Peptide-MHC class I binding affinity with 185,985 pairs from IEDB/IMGT. The task is: Regression. Given a peptide amino acid sequence and an MHC pseudo amino acid sequence, predict their binding affinity value. This is MHC class I binding data. The peptide sequence is NTAIFDMLY. The MHC is HLA-A01:01 with pseudo-sequence HLA-A01:01. The binding affinity (normalized) is 0.857.